From a dataset of Forward reaction prediction with 1.9M reactions from USPTO patents (1976-2016). Predict the product of the given reaction. (1) The product is: [CH2:14](/[N:21]=[C:8](\[C:5]1[CH:4]=[CH:3][C:2]([Br:1])=[CH:7][N:6]=1)/[C:9]([F:12])([F:11])[F:10])[C:15]1[CH:20]=[CH:19][CH:18]=[CH:17][CH:16]=1. Given the reactants [Br:1][C:2]1[CH:3]=[CH:4][C:5]([C:8](=O)[C:9]([F:12])([F:11])[F:10])=[N:6][CH:7]=1.[CH2:14]([NH2:21])[C:15]1[CH:20]=[CH:19][CH:18]=[CH:17][CH:16]=1, predict the reaction product. (2) Given the reactants [N:1]1([S:7]([NH2:10])(=[O:9])=[O:8])[CH2:6][CH2:5][O:4][CH2:3][CH2:2]1.C1(P(C2CCCCC2)C2C=CC=CC=2C2C(C(C)C)=CC(C(C)C)=CC=2C(C)C)CCCCC1.C(=O)([O-])[O-].[Cs+].[Cs+].Cl[C:52]1[CH:57]=[C:56]([S:58][CH3:59])[N:55]=[C:54]([S:60][CH2:61][C:62]2[CH:67]=[CH:66][CH:65]=[C:64]([F:68])[C:63]=2[F:69])[N:53]=1.[Cl-].[NH4+], predict the reaction product. The product is: [F:69][C:63]1[C:64]([F:68])=[CH:65][CH:66]=[CH:67][C:62]=1[CH2:61][S:60][C:54]1[N:53]=[C:52]([NH:10][S:7]([N:1]2[CH2:6][CH2:5][O:4][CH2:3][CH2:2]2)(=[O:9])=[O:8])[CH:57]=[C:56]([S:58][CH3:59])[N:55]=1. (3) Given the reactants [NH2:1][CH2:2][C:3]1[N:8]=[CH:7][C:6]([NH:9][C:10]2[C:15]([C:16]([F:19])([F:18])[F:17])=[CH:14][CH:13]=[CH:12][C:11]=2[F:20])=[CH:5][C:4]=1[F:21].[C:22]([O:26][C:27]([NH:29][C:30]1([C:33](O)=[O:34])[CH2:32][CH2:31]1)=[O:28])([CH3:25])([CH3:24])[CH3:23], predict the reaction product. The product is: [F:21][C:4]1[C:3]([CH2:2][NH:1][C:33]([C:30]2([NH:29][C:27](=[O:28])[O:26][C:22]([CH3:24])([CH3:23])[CH3:25])[CH2:32][CH2:31]2)=[O:34])=[N:8][CH:7]=[C:6]([NH:9][C:10]2[C:15]([C:16]([F:19])([F:17])[F:18])=[CH:14][CH:13]=[CH:12][C:11]=2[F:20])[CH:5]=1. (4) Given the reactants FC(F)(F)C1C=C(NC(=O)NC2C=CC(C3SC(CCC(OC)=O)=NC=3)=CC=2)C=CC=1.[NH2:32][C:33]1[CH:38]=[CH:37][C:36]([C:39]2[S:43][C:42]([CH:44]3[CH2:49][CH2:48][CH:47]([C:50]([O:52][CH3:53])=[O:51])[CH2:46][CH2:45]3)=[N:41][CH:40]=2)=[CH:35][CH:34]=1.[Cl:54][C:55]1[CH:60]=[CH:59][CH:58]=[C:57]([C:61]([F:64])([F:63])[F:62])[C:56]=1[N:65]=[C:66]=[O:67], predict the reaction product. The product is: [Cl:54][C:55]1[CH:60]=[CH:59][CH:58]=[C:57]([C:61]([F:64])([F:63])[F:62])[C:56]=1[NH:65][C:66](=[O:67])[NH:32][C:33]1[CH:34]=[CH:35][C:36]([C:39]2[S:43][C:42]([CH:44]3[CH2:45][CH2:46][CH:47]([C:50]([O:52][CH3:53])=[O:51])[CH2:48][CH2:49]3)=[N:41][CH:40]=2)=[CH:37][CH:38]=1.